Dataset: Reaction yield outcomes from USPTO patents with 853,638 reactions. Task: Predict the reaction yield, written as a fraction of the theoretical maximum amount of product (1.0 means a 100% yield; for example, 0.34 means a 34% yield). (1) The catalyst is CCCCCC. The product is [CH2:28]([CH:22]([OH:24])/[C:21](/[F:27])=[CH:20]\[CH2:19][O:18][Si:1]([C:14]([CH3:15])([CH3:16])[CH3:17])([C:2]1[CH:7]=[CH:6][CH:5]=[CH:4][CH:3]=1)[C:8]1[CH:9]=[CH:10][CH:11]=[CH:12][CH:13]=1)[CH3:29]. The reactants are [Si:1]([O:18][CH2:19][CH:20]=[C:21]([F:27])[C:22]([O:24]CC)=O)([C:14]([CH3:17])([CH3:16])[CH3:15])([C:8]1[CH:13]=[CH:12][CH:11]=[CH:10][CH:9]=1)[C:2]1[CH:7]=[CH:6][CH:5]=[CH:4][CH:3]=1.[CH3:28][CH:29](C[AlH]CC(C)C)C.C1(C)C=CC=CC=1. The yield is 0.170. (2) The reactants are [F:1][C:2]1[CH:3]=[C:4]([CH:6]=[CH:7][C:8]=1[CH2:9][N:10]1[CH2:15][CH2:14][O:13][CH2:12][CH2:11]1)[NH2:5].C[Al](C)C.[NH:20](/[C:24](/[CH3:30])=[CH:25]\[C:26](OC)=[O:27])[C:21]([CH3:23])=O. The catalyst is C(Cl)Cl. The product is [F:1][C:2]1[CH:3]=[C:4]([N:5]2[C:26](=[O:27])[CH:25]=[C:24]([CH3:30])[N:20]=[C:21]2[CH3:23])[CH:6]=[CH:7][C:8]=1[CH2:9][N:10]1[CH2:15][CH2:14][O:13][CH2:12][CH2:11]1. The yield is 0.300. (3) The reactants are Br[C:2]1[CH:7]=[CH:6][C:5]([N:8]([C:22]2[CH:27]=[CH:26][CH:25]=[CH:24][CH:23]=2)[C:9]2[CH:21]=[CH:20][C:12]3[O:13][C:14]4[CH:19]=[CH:18][CH:17]=[CH:16][C:15]=4[C:11]=3[CH:10]=2)=[CH:4][CH:3]=1.[B:28]1([B:28]2[O:32][C:31]([CH3:34])([CH3:33])[C:30]([CH3:36])([CH3:35])[O:29]2)[O:32][C:31]([CH3:34])([CH3:33])[C:30]([CH3:36])([CH3:35])[O:29]1.CC([O-])=O.[K+].C(Cl)Cl. The catalyst is O1CCOCC1. The product is [C:22]1([N:8]([C:5]2[CH:6]=[CH:7][C:2]([B:28]3[O:32][C:31]([CH3:34])([CH3:33])[C:30]([CH3:36])([CH3:35])[O:29]3)=[CH:3][CH:4]=2)[C:9]2[CH:21]=[CH:20][C:12]3[O:13][C:14]4[CH:19]=[CH:18][CH:17]=[CH:16][C:15]=4[C:11]=3[CH:10]=2)[CH:27]=[CH:26][CH:25]=[CH:24][CH:23]=1. The yield is 0.880. (4) The reactants are [NH2:1][C:2]1[N:3]=[C:4]([C:17]2[CH:18]=[C:19]([O:23][CH2:24][C@H:25]([NH:28][C:29](=[O:35])[O:30][C:31]([CH3:34])([CH3:33])[CH3:32])[CH2:26][CH3:27])[CH:20]=[N:21][CH:22]=2)[CH:5]=[C:6]2[C:11]=1[CH:10]=[N:9][C:8]1[CH:12]=[CH:13][C:14]([Br:16])=[CH:15][C:7]2=1.CO[CH:38](OC)[N:39]([CH3:41])[CH3:40]. The catalyst is C1(C)C=CC=CC=1. The product is [Br:16][C:14]1[CH:13]=[CH:12][C:8]2[N:9]=[CH:10][C:11]3[C:6]([C:7]=2[CH:15]=1)=[CH:5][C:4]([C:17]1[CH:18]=[C:19]([O:23][CH2:24][C@H:25]([NH:28][C:29](=[O:35])[O:30][C:31]([CH3:34])([CH3:33])[CH3:32])[CH2:26][CH3:27])[CH:20]=[N:21][CH:22]=1)=[N:3][C:2]=3/[N:1]=[CH:38]/[N:39]([CH3:41])[CH3:40]. The yield is 0.960. (5) The reactants are Cl.[F:2][C:3]([F:8])([F:7])[CH2:4][CH2:5][NH2:6].[Br:9][C:10]1[CH:11]=[CH:12][C:13]([C:16](O)=[O:17])=[N:14][CH:15]=1.C(P1(=O)OP(CCC)(=O)OP(CCC)(=O)O1)CC.CCN(C(C)C)C(C)C. The catalyst is C(OCC)(=O)C.O. The product is [Br:9][C:10]1[CH:11]=[CH:12][C:13]([C:16]([NH:6][CH2:5][CH2:4][C:3]([F:8])([F:7])[F:2])=[O:17])=[N:14][CH:15]=1. The yield is 0.740. (6) The reactants are Br[C:2]1[CH:3]=[C:4]2[C:8](=[CH:9][CH:10]=1)[NH:7][C:6](=[O:11])[CH2:5]2.[Cl:12][C:13]1[CH:14]=[C:15](B(O)O)[CH:16]=[CH:17][CH:18]=1.C(=O)([O-])[O-].[Na+].[Na+]. The catalyst is C(COC)OC.O.C1C=CC([P]([Pd]([P](C2C=CC=CC=2)(C2C=CC=CC=2)C2C=CC=CC=2)([P](C2C=CC=CC=2)(C2C=CC=CC=2)C2C=CC=CC=2)[P](C2C=CC=CC=2)(C2C=CC=CC=2)C2C=CC=CC=2)(C2C=CC=CC=2)C2C=CC=CC=2)=CC=1. The product is [Cl:12][C:13]1[CH:18]=[C:17]([C:2]2[CH:3]=[C:4]3[C:8](=[CH:9][CH:10]=2)[NH:7][C:6](=[O:11])[CH2:5]3)[CH:16]=[CH:15][CH:14]=1. The yield is 0.860. (7) The reactants are [Cl:1][C:2]1[C:10]([N+:11]([O-:13])=[O:12])=[CH:9][C:5]([C:6]([OH:8])=[O:7])=[CH:4][C:3]=1[N+:14]([O-:16])=[O:15].OS(O)(=O)=O.[CH3:22]O. No catalyst specified. The product is [CH3:22][O:7][C:6](=[O:8])[C:5]1[CH:4]=[C:3]([N+:14]([O-:16])=[O:15])[C:2]([Cl:1])=[C:10]([N+:11]([O-:13])=[O:12])[CH:9]=1. The yield is 1.00. (8) The reactants are [CH3:1][N:2]1[C:6]([C:7]([NH2:9])=[O:8])=[C:5]([N+:10]([O-])=O)[CH:4]=[N:3]1. The catalyst is C(O)C.[Pd]. The product is [NH2:10][C:5]1[CH:4]=[N:3][N:2]([CH3:1])[C:6]=1[C:7]([NH2:9])=[O:8]. The yield is 0.800.